Dataset: Retrosynthesis with 50K atom-mapped reactions and 10 reaction types from USPTO. Task: Predict the reactants needed to synthesize the given product. The reactants are: CCOC(=O)CCn1c(C)cnc(O)c1=O.NCC(F)(F)c1ccccc1. Given the product CCOC(=O)CCn1c(C)cnc(NCC(F)(F)c2ccccc2)c1=O, predict the reactants needed to synthesize it.